Dataset: Reaction yield outcomes from USPTO patents with 853,638 reactions. Task: Predict the reaction yield, written as a fraction of the theoretical maximum amount of product (1.0 means a 100% yield; for example, 0.34 means a 34% yield). (1) The catalyst is CO. The reactants are [OH-].[Na+].[CH:3]12[CH2:12][CH:7]3[CH2:8][CH:9]([CH2:11][CH:5]([CH2:6]3)[CH:4]1[NH:13][C:14]([C:16]1[CH:17]=[N:18][N:19]([C:24]3[CH:33]=[CH:32][C:27]([C:28]([O:30]C)=[O:29])=[CH:26][CH:25]=3)[C:20]=1[S:21][CH2:22][CH3:23])=[O:15])[CH2:10]2. The yield is 0.920. The product is [CH:3]12[CH2:12][CH:7]3[CH2:8][CH:9]([CH2:11][CH:5]([CH2:6]3)[CH:4]1[NH:13][C:14]([C:16]1[CH:17]=[N:18][N:19]([C:24]3[CH:33]=[CH:32][C:27]([C:28]([OH:30])=[O:29])=[CH:26][CH:25]=3)[C:20]=1[S:21][CH2:22][CH3:23])=[O:15])[CH2:10]2. (2) The reactants are [NH2:1][C:2]1[CH:7]=[CH:6][C:5]([C:8]2[N:9]([CH2:21][CH3:22])[C:10]3[C:15]([C:16]=2[C:17]#[N:18])=[CH:14][CH:13]=[C:12]([O:19][CH3:20])[CH:11]=3)=[CH:4][CH:3]=1.C(N(CC)CC)C.[CH3:30][S:31](Cl)(=[O:33])=[O:32]. The product is [C:17]([C:16]1[C:15]2[C:10](=[CH:11][C:12]([O:19][CH3:20])=[CH:13][CH:14]=2)[N:9]([CH2:21][CH3:22])[C:8]=1[C:5]1[CH:4]=[CH:3][C:2]([NH:1][S:31]([CH3:30])(=[O:33])=[O:32])=[CH:7][CH:6]=1)#[N:18]. The yield is 0.680. The catalyst is C1COCC1.O. (3) The reactants are C([O:4][C:5]1[CH:6]=[CH:7][C:8]2[CH:12]=[C:11]([CH3:13])[S:10][C:9]=2[CH:14]=1)(=O)C.[C:15](Cl)(=[O:19])C(Cl)=O.[Al+3].[Cl-].[Cl-].[Cl-].[CH:25]1([NH2:28])[CH2:27][CH2:26]1. No catalyst specified. The product is [CH:25]1([NH:28][C:15]([C:12]2[C:8]3[CH:7]=[CH:6][C:5]([OH:4])=[CH:14][C:9]=3[S:10][C:11]=2[CH3:13])=[O:19])[CH2:27][CH2:26]1. The yield is 0.780. (4) The catalyst is C(Cl)Cl. The yield is 0.980. The reactants are [C:1]([O:5][C:6]([NH:8][CH:9]([CH3:13])[C:10]([OH:12])=O)=[O:7])([CH3:4])([CH3:3])[CH3:2].C1C=CC2N(O)N=NC=2C=1.CN1C(=O)CCC1.CCN=C=NCCCN(C)C.[NH:42]1[CH2:47][CH2:46][S:45][CH2:44][CH2:43]1. The product is [C:1]([O:5][C:6](=[O:7])[NH:8][CH:9]([CH3:13])[C:10](=[O:12])[N:42]1[CH2:47][CH2:46][S:45][CH2:44][CH2:43]1)([CH3:2])([CH3:3])[CH3:4]. (5) The product is [C:27]([C:15]1[CH:16]=[C:17]([NH:18][C:19]([C:21]2[CH:26]=[CH:25][CH:24]=[CH:23][N:22]=2)=[O:20])[N:13]([C:9]2[CH:8]=[C:7]([CH2:6][CH2:5][C:4]([OH:31])=[O:3])[CH:12]=[CH:11][CH:10]=2)[N:14]=1)([CH3:30])([CH3:28])[CH3:29]. The catalyst is CO. The reactants are C([O:3][C:4](=[O:31])[CH2:5][CH2:6][C:7]1[CH:12]=[CH:11][CH:10]=[C:9]([N:13]2[C:17]([NH:18][C:19]([C:21]3[CH:26]=[CH:25][CH:24]=[CH:23][N:22]=3)=[O:20])=[CH:16][C:15]([C:27]([CH3:30])([CH3:29])[CH3:28])=[N:14]2)[CH:8]=1)C.[Li+].[OH-]. The yield is 0.760. (6) The reactants are C([O:5][C:6](=[O:39])[CH:7]([NH:11][S:12]([C:15]1[CH:20]=[CH:19][C:18]([C:21]2[CH:26]=[CH:25][C:24]([CH2:27][O:28][C:29]3[N:30]=[CH:31][C:32]4[C:37]([CH:38]=3)=[CH:36][CH:35]=[CH:34][CH:33]=4)=[CH:23][CH:22]=2)=[CH:17][CH:16]=1)(=[O:14])=[O:13])[CH:8]([CH3:10])[CH3:9])(C)(C)C.C(O)(C(F)(F)F)=O. The catalyst is ClCCl. The product is [CH:31]1[C:32]2[C:37](=[CH:36][CH:35]=[CH:34][CH:33]=2)[CH:38]=[C:29]([O:28][CH2:27][C:24]2[CH:25]=[CH:26][C:21]([C:18]3[CH:19]=[CH:20][C:15]([S:12]([NH:11][CH:7]([CH:8]([CH3:10])[CH3:9])[C:6]([OH:39])=[O:5])(=[O:13])=[O:14])=[CH:16][CH:17]=3)=[CH:22][CH:23]=2)[N:30]=1. The yield is 0.140.